From a dataset of Full USPTO retrosynthesis dataset with 1.9M reactions from patents (1976-2016). Predict the reactants needed to synthesize the given product. (1) Given the product [F:1][C:2]1[CH:10]=[CH:9][C:5]([C:6]([O:8][CH2:14][CH3:15])=[O:7])=[CH:4][C:3]=1[N+:11]([O-:13])=[O:12], predict the reactants needed to synthesize it. The reactants are: [F:1][C:2]1[CH:10]=[CH:9][C:5]([C:6]([OH:8])=[O:7])=[CH:4][C:3]=1[N+:11]([O-:13])=[O:12].[CH2:14](O)[CH3:15]. (2) Given the product [CH3:1][O:2][C:3]1[CH:4]=[CH:5][C:6]([N:9]2[C:13]([C:14]3[CH:19]=[CH:18][C:17]([O:20][CH3:21])=[CH:16][CH:15]=3)=[N:12][C:11]([O:22][CH2:24][C:25]([N:27]([CH3:29])[CH3:28])=[O:26])=[N:10]2)=[CH:7][CH:8]=1, predict the reactants needed to synthesize it. The reactants are: [CH3:1][O:2][C:3]1[CH:8]=[CH:7][C:6]([N:9]2[C:13]([C:14]3[CH:19]=[CH:18][C:17]([O:20][CH3:21])=[CH:16][CH:15]=3)=[N:12][C:11]([OH:22])=[N:10]2)=[CH:5][CH:4]=1.Cl[CH2:24][C:25]([N:27]([CH3:29])[CH3:28])=[O:26]. (3) The reactants are: [NH2:1][C:2]1[CH:7]=[CH:6][CH:5]=[C:4]([Cl:8])[C:3]=1[CH2:9]O.[CH3:11][C:12]1[CH:21]=[C:20]([CH3:22])[CH:19]=[C:18]2[C:13]=1[CH2:14][CH2:15][CH2:16][C:17]2=O.[OH-].[K+]. Given the product [Cl:8][C:4]1[C:3]2[C:2](=[N:1][C:17]3[C:18]4[CH:19]=[C:20]([CH3:22])[CH:21]=[C:12]([CH3:11])[C:13]=4[CH2:14][CH2:15][C:16]=3[CH:9]=2)[CH:7]=[CH:6][CH:5]=1, predict the reactants needed to synthesize it. (4) Given the product [S:47]([O:1][CH2:2][CH2:3][O:4][CH2:5][CH2:6][O:7][CH2:8][CH2:9][O:10][CH2:11][CH2:12][O:13][CH2:14][C:15]#[C:16][C:17]1[CH:18]=[C:19]([CH:30]=[CH:31][CH:32]=1)[C:20]([O:22][CH2:23][C:24]1[CH:25]=[CH:26][CH:27]=[CH:28][CH:29]=1)=[O:21])([C:44]1[CH:45]=[CH:46][C:41]([CH3:40])=[CH:42][CH:43]=1)(=[O:49])=[O:48], predict the reactants needed to synthesize it. The reactants are: [OH:1][CH2:2][CH2:3][O:4][CH2:5][CH2:6][O:7][CH2:8][CH2:9][O:10][CH2:11][CH2:12][O:13][CH2:14][C:15]#[C:16][C:17]1[CH:18]=[C:19]([CH:30]=[CH:31][CH:32]=1)[C:20]([O:22][CH2:23][C:24]1[CH:29]=[CH:28][CH:27]=[CH:26][CH:25]=1)=[O:21].C(N(CC)CC)C.[CH3:40][C:41]1[CH:46]=[CH:45][C:44]([S:47](Cl)(=[O:49])=[O:48])=[CH:43][CH:42]=1. (5) Given the product [CH2:43]([NH:46][C:19]([C:5]1[C:6](=[O:18])[N:7]([C:8]2[CH:13]=[CH:12][CH:11]=[C:10]([C:14]([F:15])([F:16])[F:17])[CH:9]=2)[C:2]([CH3:1])=[C:3]([I:22])[CH:4]=1)=[O:20])[C:44]#[CH:45], predict the reactants needed to synthesize it. The reactants are: [CH3:1][C:2]1[N:7]([C:8]2[CH:13]=[CH:12][CH:11]=[C:10]([C:14]([F:17])([F:16])[F:15])[CH:9]=2)[C:6](=[O:18])[C:5]([C:19](O)=[O:20])=[CH:4][CH:3]=1.[I:22]N1C(=O)CCC1=O.O=S(Cl)Cl.CCN(C(C)C)C(C)C.[CH2:43]([NH2:46])[C:44]#[CH:45]. (6) Given the product [C:11]([NH2:1])(=[O:18])[CH2:12][CH2:13][CH2:14][C:22]([NH2:20])=[O:23].[NH2:1][C@H:2]([C:8]([OH:10])=[O:9])[CH2:3][CH2:4][CH2:5][CH2:6][NH2:7], predict the reactants needed to synthesize it. The reactants are: [NH2:1][C@H:2]([C:8]([OH:10])=[O:9])[CH2:3][CH2:4][CH2:5][CH2:6][NH2:7].[C:11]1(=[O:18])OC(=O)[CH2:14][CH2:13][CH2:12]1.C[N:20]([CH:22]=[O:23])C.